From a dataset of Catalyst prediction with 721,799 reactions and 888 catalyst types from USPTO. Predict which catalyst facilitates the given reaction. (1) Reactant: Br[CH:2](Br)[C:3]1[CH:4]=[CH:5][CH:6]=[C:7]2[C:12]=1[N:11]=[C:10]([O:13][CH3:14])[CH:9]=[N:8]2.C([OH:18])C. Product: [CH3:14][O:13][C:10]1[CH:9]=[N:8][C:7]2[CH:6]=[CH:5][CH:4]=[C:3]([CH:2]=[O:18])[C:12]=2[N:11]=1. The catalyst class is: 716. (2) Reactant: [OH:1][CH:2]([C:16]1[CH:17]=[C:18]2[C:23](=[CH:24][CH:25]=1)[N:22]=[CH:21][C:20]([O:26][CH3:27])=[N:19]2)[C:3]1[CH:8]=[CH:7][C:6]([NH:9][C:10](=[O:15])[C:11]([CH3:14])([CH3:13])[CH3:12])=[CH:5][CH:4]=1. Product: [CH3:27][O:26][C:20]1[CH:21]=[N:22][C:23]2[C:18]([N:19]=1)=[CH:17][C:16]([C:2]([C:3]1[CH:8]=[CH:7][C:6]([NH:9][C:10](=[O:15])[C:11]([CH3:13])([CH3:12])[CH3:14])=[CH:5][CH:4]=1)=[O:1])=[CH:25][CH:24]=2. The catalyst class is: 177.